This data is from Drug-target binding data from BindingDB using IC50 measurements. The task is: Regression. Given a target protein amino acid sequence and a drug SMILES string, predict the binding affinity score between them. We predict pIC50 (pIC50 = -log10(IC50 in M); higher means more potent). Dataset: bindingdb_ic50. The small molecule is O=C(Nc1cccc(N2CCc3c(cnc4ccnn34)C2)c1)c1cccc(C(F)(F)F)c1. The target protein (P09619) has sequence MRLPGAMPALALKGELLLLSLLLLLEPQISQGLVVTPPGPELVLNVSSTFVLTCSGSAPVVWERMSQEPPQEMAKAQDGTFSSVLTLTNLTGLDTGEYFCTHNDSRGLETDERKRLYIFVPDPTVGFLPNDAEELFIFLTEITEITIPCRVTDPQLVVTLHEKKGDVALPVPYDHQRGFSGIFEDRSYICKTTIGDREVDSDAYYVYRLQVSSINVSVNAVQTVVRQGENITLMCIVIGNEVVNFEWTYPRKESGRLVEPVTDFLLDMPYHIRSILHIPSAELEDSGTYTCNVTESVNDHQDEKAINITVVESGYVRLLGEVGTLQFAELHRSRTLQVVFEAYPPPTVLWFKDNRTLGDSSAGEIALSTRNVSETRYVSELTLVRVKVAEAGHYTMRAFHEDAEVQLSFQLQINVPVRVLELSESHPDSGEQTVRCRGRGMPQPNIIWSACRDLKRCPRELPPTLLGNSSEEESQLETNVTYWEEEQEFEVVSTLRLQHV.... The pIC50 is 7.7.